From a dataset of Catalyst prediction with 721,799 reactions and 888 catalyst types from USPTO. Predict which catalyst facilitates the given reaction. (1) Reactant: [Br:1][C:2]1[CH:7]=[CH:6][C:5]([N:8]2[C:19]3[C:11](=[CH:12][C:13]4[O:17][CH:16]=[N:15][C:14]=4[C:18]=3[F:20])[N:10]([S:21]([CH:24]3[CH2:26][CH2:25]3)(=[O:23])=[O:22])C2=O)=[C:4]([Cl:28])[CH:3]=1.C[Si](C)(C)[O-].[K+]. Product: [Br:1][C:2]1[CH:7]=[CH:6][C:5]([NH:8][C:19]2[C:11]([NH:10][S:21]([CH:24]3[CH2:25][CH2:26]3)(=[O:22])=[O:23])=[CH:12][C:13]3[O:17][CH:16]=[N:15][C:14]=3[C:18]=2[F:20])=[C:4]([Cl:28])[CH:3]=1. The catalyst class is: 1. (2) Reactant: [OH-].[Na+].C([O:5][C:6]([CH:8]1[CH2:13][CH2:12][N:11]([CH2:14][C:15]2[CH:20]=[CH:19][C:18]([C:21](=[O:48])[N:22]([CH2:24][CH2:25][N:26]3[CH2:31][CH2:30][CH:29]([O:32][C:33](=[O:47])[NH:34][C:35]4[CH:40]=[CH:39][CH:38]=[CH:37][C:36]=4[C:41]4[CH:46]=[CH:45][CH:44]=[CH:43][CH:42]=4)[CH2:28][CH2:27]3)[CH3:23])=[CH:17][CH:16]=2)[CH2:10][CH2:9]1)=[O:7])C. Product: [C:36]1([C:41]2[CH:46]=[CH:45][CH:44]=[CH:43][CH:42]=2)[CH:37]=[CH:38][CH:39]=[CH:40][C:35]=1[NH:34][C:33]([O:32][CH:29]1[CH2:30][CH2:31][N:26]([CH2:25][CH2:24][N:22]([CH3:23])[C:21]([C:18]2[CH:19]=[CH:20][C:15]([CH2:14][N:11]3[CH2:10][CH2:9][CH:8]([C:6]([OH:7])=[O:5])[CH2:13][CH2:12]3)=[CH:16][CH:17]=2)=[O:48])[CH2:27][CH2:28]1)=[O:47]. The catalyst class is: 5. (3) Reactant: [Br:1][C:2]1[C:7]([CH:8]=[O:9])=[CH:6][CH:5]=[CH:4][N:3]=1.[C:10]1([CH2:16][CH2:17][CH2:18][Mg]Br)[CH:15]=[CH:14][CH:13]=[CH:12][CH:11]=1. Product: [Br:1][C:2]1[C:7]([CH:8]([OH:9])[CH2:18][CH2:17][CH2:16][C:10]2[CH:15]=[CH:14][CH:13]=[CH:12][CH:11]=2)=[CH:6][CH:5]=[CH:4][N:3]=1. The catalyst class is: 1.